From a dataset of Full USPTO retrosynthesis dataset with 1.9M reactions from patents (1976-2016). Predict the reactants needed to synthesize the given product. (1) Given the product [CH:1]([C:4]1[O:8][C:7]([C:9]2[CH:18]=[CH:17][C:12]([C:13]([OH:15])=[O:14])=[CH:11][N:10]=2)=[N:6][N:5]=1)([CH3:3])[CH3:2], predict the reactants needed to synthesize it. The reactants are: [CH:1]([C:4]1[O:8][C:7]([C:9]2[CH:18]=[CH:17][C:12]([C:13]([O:15]C)=[O:14])=[CH:11][N:10]=2)=[N:6][N:5]=1)([CH3:3])[CH3:2].[OH-].[Na+]. (2) Given the product [C:11]([O:15][C:16](=[O:37])[NH:17][C:18]1[CH:23]=[CH:22][C:21]([O:24][CH2:25][O:26][CH2:27][CH2:28][O:29][CH3:30])=[CH:20][C:19]=1[C:31]([OH:36])([C:32]([F:35])([F:34])[F:33])[C:2]#[C:1][CH:3]1[CH2:5][CH2:4]1)([CH3:14])([CH3:12])[CH3:13], predict the reactants needed to synthesize it. The reactants are: [C:1]([CH:3]1[CH2:5][CH2:4]1)#[CH:2].C([Li])CCC.[C:11]([O:15][C:16](=[O:37])[NH:17][C:18]1[CH:23]=[CH:22][C:21]([O:24][CH2:25][O:26][CH2:27][CH2:28][O:29][CH3:30])=[CH:20][C:19]=1[C:31](=[O:36])[C:32]([F:35])([F:34])[F:33])([CH3:14])([CH3:13])[CH3:12].[Cl-].[NH4+].